This data is from Reaction yield outcomes from USPTO patents with 853,638 reactions. The task is: Predict the reaction yield, written as a fraction of the theoretical maximum amount of product (1.0 means a 100% yield; for example, 0.34 means a 34% yield). (1) The reactants are [OH:1][CH:2]1[CH:9]2[CH2:10][C:5]3([C:11]4[N:19](C5CCCCO5)[C:18]5[C:17](=[O:26])[N:16]([CH2:27][CH2:28][CH3:29])[C:15](=[O:30])[N:14]([CH2:31][CH2:32][CH3:33])[C:13]=5[N:12]=4)[CH2:6][CH:7]([O:8]2)[CH:3]1[O:4]3. The catalyst is Cl.C1COCC1.CO. The product is [OH:1][CH:2]1[CH:9]2[CH2:10][C:5]3([C:11]4[NH:19][C:18]5[C:17](=[O:26])[N:16]([CH2:27][CH2:28][CH3:29])[C:15](=[O:30])[N:14]([CH2:31][CH2:32][CH3:33])[C:13]=5[N:12]=4)[CH2:6][CH:7]([O:8]2)[CH:3]1[O:4]3. The yield is 0.380. (2) The reactants are [CH3:1][NH:2][CH2:3][C:4]1[N:5]([CH3:13])[C:6]2[C:11]([CH:12]=1)=[CH:10][CH:9]=[CH:8][CH:7]=2.[C:14](Cl)(=[O:17])[CH:15]=[CH2:16].CCN(CC)CC. The catalyst is C(Cl)Cl. The product is [CH3:1][N:2]([CH2:3][C:4]1[N:5]([CH3:13])[C:6]2[C:11]([CH:12]=1)=[CH:10][CH:9]=[CH:8][CH:7]=2)[C:14](=[O:17])[CH:15]=[CH2:16]. The yield is 0.800. (3) The reactants are C[Si](C)(C)[N-][Si](C)(C)C.[K+].C1(C)C=CC=CC=1.[CH3:18][O:19][C:20]([CH:22]1[CH:26]([C@@H:27]([CH3:30])[CH2:28]I)[CH2:25][N:24]([C:31]([O:33][CH2:34][C:35]2[CH:40]=[CH:39][CH:38]=[CH:37][CH:36]=2)=[O:32])[CH2:23]1)=[O:21].[Cl-].[NH4+]. The catalyst is O1CCCC1. The product is [CH3:18][O:19][C:20]([C@@:22]12[CH2:28][CH:27]([CH3:30])[CH:26]1[CH2:25][N:24]([C:31]([O:33][CH2:34][C:35]1[CH:40]=[CH:39][CH:38]=[CH:37][CH:36]=1)=[O:32])[CH2:23]2)=[O:21]. The yield is 0.910. (4) The reactants are [N+:1]([C:4]1[NH:5][CH:6]=[CH:7][N:8]=1)([O-:3])=[O:2].[C:9](=[O:12])([O-])[O-:10].[K+].[K+].[C:15](OC(=O)CBr)([CH3:18])([CH3:17])[CH3:16].[C:24](#N)C. No catalyst specified. The product is [C:9]([O:10][N:5]1[CH:6]=[C:7]([C:15]([CH3:18])([CH3:17])[CH3:16])[N:8]=[C:4]1[N+:1]([O-:3])=[O:2])(=[O:12])[CH3:24]. The yield is 0.710. (5) The reactants are CP(C1C=CC=CC=1)[C:3]1C=CC=C[CH:4]=1.[CH2:15]([P:17]([O-:23])[O:18][CH2:19][CH2:20][CH2:21][CH3:22])[CH3:16].C#C. The catalyst is C1CC=CCCC=C1.C1CC=CCCC=C1.[Ni].C1COCC1. The product is [CH2:3]([CH:16]=[CH:15][PH:17](=[O:23])[O:18][CH2:19][CH2:20][CH2:21][CH3:22])[CH3:4]. The yield is 0.950. (6) The reactants are [Cl:1][C:2]1[CH:7]=[C:6]([CH3:8])[C:5]([OH:9])=[C:4]([CH3:10])[CH:3]=1.Br[CH2:12][C:13]([O:15][CH3:16])=[O:14].C(=O)([O-])[O-].[Cs+].[Cs+]. The catalyst is C(#N)C. The product is [Cl:1][C:2]1[CH:7]=[C:6]([CH3:8])[C:5]([O:9][CH2:12][C:13]([O:15][CH3:16])=[O:14])=[C:4]([CH3:10])[CH:3]=1. The yield is 0.550.